Dataset: Forward reaction prediction with 1.9M reactions from USPTO patents (1976-2016). Task: Predict the product of the given reaction. (1) Given the reactants [OH:1][C:2]1[CH:9]=[CH:8][C:5]([CH:6]=O)=[CH:4][CH:3]=1.[CH3:10][C:11]([CH3:13])=[O:12].[OH-:14].[Na+].O, predict the reaction product. The product is: [OH:1][C:2]1[CH:9]=[CH:8][C:5]([CH:6]=[CH:9][C:2](=[O:14])[CH:3]=[CH:4][C:5]2[CH:8]=[CH:13][C:11]([OH:12])=[CH:10][CH:6]=2)=[CH:4][CH:3]=1. (2) Given the reactants [C:1](Cl)(=[O:3])[CH3:2].[Cl:5][C:6]1[CH:7]=[CH:8][C:9]2[N:15]([CH2:16][C:17]([CH3:21])([CH3:20])[CH2:18][OH:19])[C:14](=[O:22])[C@@H:13]([CH2:23][C:24]([NH:26][C:27]3[CH:28]=[CH:29][C:30]([CH3:38])=[C:31]([CH2:33][CH2:34][C:35]([OH:37])=[O:36])[CH:32]=3)=[O:25])[O:12][C@H:11]([C:39]3[CH:44]=[CH:43][CH:42]=[C:41]([O:45][CH3:46])[C:40]=3[O:47][CH3:48])[C:10]=2[CH:49]=1.N1C=CC=CC=1.C(OCC)(=O)C, predict the reaction product. The product is: [C:1]([O:19][CH2:18][C:17]([CH3:21])([CH3:20])[CH2:16][N:15]1[C:9]2[CH:8]=[CH:7][C:6]([Cl:5])=[CH:49][C:10]=2[C@@H:11]([C:39]2[CH:44]=[CH:43][CH:42]=[C:41]([O:45][CH3:46])[C:40]=2[O:47][CH3:48])[O:12][C@H:13]([CH2:23][C:24]([NH:26][C:27]2[CH:28]=[CH:29][C:30]([CH3:38])=[C:31]([CH2:33][CH2:34][C:35]([OH:37])=[O:36])[CH:32]=2)=[O:25])[C:14]1=[O:22])(=[O:3])[CH3:2].